Dataset: Forward reaction prediction with 1.9M reactions from USPTO patents (1976-2016). Task: Predict the product of the given reaction. (1) The product is: [CH3:36][C:33]1([CH3:37])[CH2:34][CH2:35][CH:30]([C:28]2[S:27][C:22]3[N:23]=[C:24]([CH3:26])[N:25]=[C:20]([CH:11]([C:10]([N:7]4[CH2:8][CH2:9][S:4](=[O:3])(=[O:18])[CH2:5][CH2:6]4)=[O:17])[C:12]([O:14][CH2:15][CH3:16])=[O:13])[C:21]=3[CH:29]=2)[CH2:31][CH2:32]1. Given the reactants [H-].[Na+].[O:3]=[S:4]1(=[O:18])[CH2:9][CH2:8][N:7]([C:10](=[O:17])[CH2:11][C:12]([O:14][CH2:15][CH3:16])=[O:13])[CH2:6][CH2:5]1.Cl[C:20]1[C:21]2[CH:29]=[C:28]([CH:30]3[CH2:35][CH2:34][C:33]([CH3:37])([CH3:36])[CH2:32][CH2:31]3)[S:27][C:22]=2[N:23]=[C:24]([CH3:26])[N:25]=1.[NH4+].[Cl-], predict the reaction product. (2) Given the reactants [CH3:1][O:2][C:3]([CH:5]1[CH2:7][N:6]1[S:8]([C:11]1[CH:16]=[CH:15][CH:14]=[CH:13][C:12]=1[C:17]([F:20])([F:19])[F:18])(=[O:10])=[O:9])=[O:4].[C:21]1([N:27]=[C:28]=[O:29])[CH:26]=[CH:25][CH:24]=[CH:23][CH:22]=1.[I-].[Na+], predict the reaction product. The product is: [CH3:1][O:2][C:3]([CH:5]1[CH2:7][N:6]([S:8]([C:11]2[CH:16]=[CH:15][CH:14]=[CH:13][C:12]=2[C:17]([F:18])([F:19])[F:20])(=[O:9])=[O:10])[C:28](=[O:29])[N:27]1[C:21]1[CH:26]=[CH:25][CH:24]=[CH:23][CH:22]=1)=[O:4].